This data is from Peptide-MHC class II binding affinity with 134,281 pairs from IEDB. The task is: Regression. Given a peptide amino acid sequence and an MHC pseudo amino acid sequence, predict their binding affinity value. This is MHC class II binding data. (1) The binding affinity (normalized) is 0.405. The MHC is DRB1_0404 with pseudo-sequence DRB1_0404. The peptide sequence is AFMLAWNYGVPRVMS. (2) The peptide sequence is REETQQKSNLELLRI. The MHC is DRB5_0101 with pseudo-sequence DRB5_0101. The binding affinity (normalized) is 0.0636.